From a dataset of Catalyst prediction with 721,799 reactions and 888 catalyst types from USPTO. Predict which catalyst facilitates the given reaction. (1) Reactant: [CH2:1]([C:3]1[CH:8]=[CH:7][C:6]([CH2:9][N:10]2[CH2:15][CH2:14][CH:13]([CH2:16][NH:17][C:18]3[CH:23]=[CH:22][C:21]([N:24]4[CH2:29][CH2:28][O:27][CH2:26][CH2:25]4)=[C:20]([F:30])[CH:19]=3)[CH2:12][CH2:11]2)=[CH:5][CH:4]=1)[CH3:2].[C:31](Cl)(=[O:40])[CH:32]=[CH:33][C:34]1[CH:39]=[CH:38][CH:37]=[CH:36][CH:35]=1. Product: [CH2:1]([C:3]1[CH:8]=[CH:7][C:6]([CH2:9][N:10]2[CH2:11][CH2:12][CH:13]([CH2:16][N:17]([C:18]3[CH:23]=[CH:22][C:21]([N:24]4[CH2:25][CH2:26][O:27][CH2:28][CH2:29]4)=[C:20]([F:30])[CH:19]=3)[C:31](=[O:40])/[CH:32]=[CH:33]/[C:34]3[CH:39]=[CH:38][CH:37]=[CH:36][CH:35]=3)[CH2:14][CH2:15]2)=[CH:5][CH:4]=1)[CH3:2]. The catalyst class is: 2. (2) Reactant: [Cl:1][CH2:2][CH2:3][CH2:4][CH2:5][OH:6].[Si:7](Cl)([C:10]([CH3:13])([CH3:12])[CH3:11])([CH3:9])[CH3:8].N1C=CN=C1.CN(C)C=[O:23]. Product: [Si:7]([O:6][CH:5]([OH:23])[CH2:4][CH2:3][CH2:2][Cl:1])([C:10]([CH3:13])([CH3:12])[CH3:11])([CH3:9])[CH3:8]. The catalyst class is: 81. (3) Reactant: [O:1]=[C:2]1[N:11]([CH2:12][CH:13]=C)[C:10]2[N:9]=[C:8]([C:15]#[N:16])[CH:7]=[CH:6][C:5]=2[CH:4]=[CH:3]1.I([O-])(=O)(=O)=[O:18].[Na+]. Product: [O:1]=[C:2]1[N:11]([CH2:12][CH:13]=[O:18])[C:10]2[N:9]=[C:8]([C:15]#[N:16])[CH:7]=[CH:6][C:5]=2[CH:4]=[CH:3]1. The catalyst class is: 785. (4) Reactant: [BH4-].[Na+].[CH3:3][N:4]([CH3:30])[C:5]([C:7]1[N:12]=[C:11]2[C:13]([CH:17]=[O:18])=[C:14]([CH3:16])[NH:15][C:10]2=[C:9]([NH:19][CH2:20][C:21]2[C:26]([CH3:27])=[CH:25][CH:24]=[CH:23][C:22]=2[CH2:28][CH3:29])[CH:8]=1)=[O:6]. Product: [CH3:30][N:4]([CH3:3])[C:5]([C:7]1[N:12]=[C:11]2[C:13]([CH2:17][OH:18])=[C:14]([CH3:16])[NH:15][C:10]2=[C:9]([NH:19][CH2:20][C:21]2[C:26]([CH3:27])=[CH:25][CH:24]=[CH:23][C:22]=2[CH2:28][CH3:29])[CH:8]=1)=[O:6]. The catalyst class is: 8. (5) Reactant: [CH3:1][C:2]1[C:7]([N+:8]([O-:10])=[O:9])=[CH:6][N:5]=[C:4]([CH2:11][OH:12])[CH:3]=1.[C:13]([Si:17](Cl)([C:24]1[CH:29]=[CH:28][CH:27]=[CH:26][CH:25]=1)[C:18]1[CH:23]=[CH:22][CH:21]=[CH:20][CH:19]=1)([CH3:16])([CH3:15])[CH3:14].N1C=CN=C1.O. Product: [Si:17]([O:12][CH2:11][C:4]1[CH:3]=[C:2]([CH3:1])[C:7]([N+:8]([O-:10])=[O:9])=[CH:6][N:5]=1)([C:13]([CH3:16])([CH3:15])[CH3:14])([C:24]1[CH:25]=[CH:26][CH:27]=[CH:28][CH:29]=1)[C:18]1[CH:23]=[CH:22][CH:21]=[CH:20][CH:19]=1. The catalyst class is: 2. (6) Product: [Cl:32][C:18]1[C:19]([NH:21][C:22]2[CH:31]=[CH:30][CH:29]=[CH:28][C:23]=2[C:24]([NH:26][CH3:27])=[O:25])=[N:20][C:15]([NH:14][C:4]2[CH:3]=[C:2]3[C:7](=[CH:6][CH:5]=2)[CH:8]2[CH2:12][CH2:13][CH:1]3[CH2:11][N:10]([CH2:41][C:40]#[CH:39])[CH2:9]2)=[N:16][CH:17]=1. The catalyst class is: 21. Reactant: [CH:1]12[CH2:13][CH2:12][CH:8]([CH2:9][NH:10][CH2:11]1)[C:7]1[C:2]2=[CH:3][C:4]([NH:14][C:15]2[N:20]=[C:19]([NH:21][C:22]3[CH:31]=[CH:30][CH:29]=[CH:28][C:23]=3[C:24]([NH:26][CH3:27])=[O:25])[C:18]([Cl:32])=[CH:17][N:16]=2)=[CH:5][CH:6]=1.C(=O)([O-])[O-].[Cs+].[Cs+].[CH2:39](Br)[C:40]#[CH:41]. (7) Reactant: [NH2:1][C:2]1[CH:7]=[CH:6][C:5]([C:8]([C:10]2[CH:19]=[CH:18][CH:17]=[CH:16][C:11]=2[C:12]([O:14][CH3:15])=[O:13])=[O:9])=[CH:4][C:3]=1[N+:20]([O-])=O. Product: [NH2:20][C:3]1[CH:4]=[C:5]([C:8]([C:10]2[CH:19]=[CH:18][CH:17]=[CH:16][C:11]=2[C:12]([O:14][CH3:15])=[O:13])=[O:9])[CH:6]=[CH:7][C:2]=1[NH2:1]. The catalyst class is: 45. (8) Reactant: Br[C:2]1[C:3]([CH3:26])=[N:4][C:5]([N:8]2[CH2:12][CH2:11][C:10]([C:17]3[CH:22]=[C:21]([Cl:23])[C:20]([Cl:24])=[C:19]([Cl:25])[CH:18]=3)([C:13]([F:16])([F:15])[F:14])[CH2:9]2)=[CH:6][CH:7]=1.[Cu](C#N)[C:28]#[N:29].CN1CCCC1=O. Product: [CH3:26][C:3]1[N:4]=[C:5]([N:8]2[CH2:12][CH2:11][C:10]([C:17]3[CH:22]=[C:21]([Cl:23])[C:20]([Cl:24])=[C:19]([Cl:25])[CH:18]=3)([C:13]([F:15])([F:14])[F:16])[CH2:9]2)[CH:6]=[CH:7][C:2]=1[C:28]#[N:29]. The catalyst class is: 13. (9) Reactant: [NH:1]1[C:5]([C:6]([O:8]CC)=[O:7])=[CH:4][C:3]([C:11]2[NH:12][N:13]=[CH:14][CH:15]=2)=[N:2]1.[OH-].[Na+]. Product: [NH:1]1[C:5]([C:6]([OH:8])=[O:7])=[CH:4][C:3]([C:11]2[NH:12][N:13]=[CH:14][CH:15]=2)=[N:2]1. The catalyst class is: 8. (10) Reactant: [Cl:1]/[C:2](/[C:12]([F:15])([F:14])[F:13])=[CH:3]\[CH:4]1[CH:6]([C:7](Cl)=[O:8])[C:5]1([CH3:11])[CH3:10].[OH:16][CH:17]([C:23]1[CH:28]=[CH:27][CH:26]=[C:25]([O:29][C:30]2[CH:35]=[CH:34][CH:33]=[CH:32][CH:31]=2)[CH:24]=1)[C:18]([O:20][CH2:21][CH3:22])=[O:19].N1C=CC=CC=1. Product: [Cl:1]/[C:2](/[C:12]([F:15])([F:14])[F:13])=[CH:3]\[CH:4]1[CH:6]([C:7]([O:16][CH:17]([C:23]2[CH:28]=[CH:27][CH:26]=[C:25]([O:29][C:30]3[CH:35]=[CH:34][CH:33]=[CH:32][CH:31]=3)[CH:24]=2)[C:18]([O:20][CH2:21][CH3:22])=[O:19])=[O:8])[C:5]1([CH3:11])[CH3:10]. The catalyst class is: 11.